From a dataset of Full USPTO retrosynthesis dataset with 1.9M reactions from patents (1976-2016). Predict the reactants needed to synthesize the given product. (1) Given the product [C:1]([C:5]1[O:9][N:8]=[C:7]([N:10]([CH3:11])[C:28]([NH:27][C:23]2[CH:24]=[CH:25][CH:26]=[C:21]([C:20]#[C:19][C:16]3[CH:17]=[N:18][C:13]([Cl:12])=[N:14][CH:15]=3)[CH:22]=2)=[O:36])[CH:6]=1)([CH3:4])([CH3:2])[CH3:3], predict the reactants needed to synthesize it. The reactants are: [C:1]([C:5]1[O:9][N:8]=[C:7]([NH:10][CH3:11])[CH:6]=1)([CH3:4])([CH3:3])[CH3:2].[Cl:12][C:13]1[N:18]=[CH:17][C:16]([C:19]#[C:20][C:21]2[CH:22]=[C:23]([NH:27][C:28](=[O:36])OC3C=CC=CC=3)[CH:24]=[CH:25][CH:26]=2)=[CH:15][N:14]=1. (2) The reactants are: [C:1]([O:5][C:6]([N:8]1[CH2:15][C@H:14]([OH:16])[CH2:13][C@@H:9]1[C:10]([OH:12])=O)=[O:7])([CH3:4])([CH3:3])[CH3:2].[CH2:17]([NH2:24])[C:18]1[CH:23]=[CH:22][CH:21]=[CH:20][CH:19]=1.ON1C2C=CC=CC=2N=N1.C(O)(=O)CC(CC(O)=O)(C(O)=O)O. Given the product [CH2:17]([NH:24][C:10]([C@H:9]1[CH2:13][C@@H:14]([OH:16])[CH2:15][N:8]1[C:6]([O:5][C:1]([CH3:2])([CH3:3])[CH3:4])=[O:7])=[O:12])[C:18]1[CH:23]=[CH:22][CH:21]=[CH:20][CH:19]=1, predict the reactants needed to synthesize it. (3) Given the product [Br:19][C:20]1[CH:21]=[C:22]([F:29])[C:23]([CH2:27][N:12]2[N:11]=[CH:10][C:9]3[C:14](=[C:15]([F:17])[CH:16]=[C:7]([C:3]([CH3:6])([CH3:4])[CH3:5])[CH:8]=3)[C:13]2=[O:18])=[C:24]([F:26])[CH:25]=1, predict the reactants needed to synthesize it. The reactants are: [H-].[Na+].[C:3]([C:7]1[CH:8]=[C:9]2[C:14](=[C:15]([F:17])[CH:16]=1)[C:13](=[O:18])[NH:12][N:11]=[CH:10]2)([CH3:6])([CH3:5])[CH3:4].[Br:19][C:20]1[CH:21]=[C:22]([F:29])[C:23]([CH2:27]Br)=[C:24]([F:26])[CH:25]=1.O. (4) Given the product [CH3:1][C:2]1[CH:7]=[CH:6][CH:5]=[C:4]([CH3:8])[C:3]=1[C:9]1[C:14]2[CH2:15][CH:16]([CH2:18][NH:19][C:30](=[O:31])[O:32][CH2:33][C:34]3[CH:39]=[CH:38][CH:37]=[CH:36][CH:35]=3)[O:17][C:13]=2[CH:12]=[CH:11][CH:10]=1, predict the reactants needed to synthesize it. The reactants are: [CH3:1][C:2]1[CH:7]=[CH:6][CH:5]=[C:4]([CH3:8])[C:3]=1[C:9]1[C:14]2[CH2:15][CH:16]([CH2:18][NH2:19])[O:17][C:13]=2[CH:12]=[CH:11][CH:10]=1.C(N(C(C)C)CC)(C)C.Cl[C:30]([O:32][CH2:33][C:34]1[CH:39]=[CH:38][CH:37]=[CH:36][CH:35]=1)=[O:31]. (5) Given the product [CH2:1]([C@@H:8]1[CH2:13][N:12]([CH2:14][C:15]2[CH:20]=[CH:19][CH:18]=[CH:17][CH:16]=2)[CH2:11][CH2:10][N:9]1[C:21]([C:23]1[CH:27]=[C:26]([CH3:28])[N:25]([C:29]2[CH:34]=[CH:33][CH:32]=[C:31]([O:35][CH3:36])[C:30]=2[O:37][CH3:38])[C:24]=1[C:39]1[CH:49]=[CH:48][C:42]([O:43][CH2:44][C:72]([NH2:56])=[O:75])=[CH:41][CH:40]=1)=[O:22])[C:2]1[CH:7]=[CH:6][CH:5]=[CH:4][CH:3]=1, predict the reactants needed to synthesize it. The reactants are: [CH2:1]([C@@H:8]1[CH2:13][N:12]([CH2:14][C:15]2[CH:20]=[CH:19][CH:18]=[CH:17][CH:16]=2)[CH2:11][CH2:10][N:9]1[C:21]([C:23]1[CH:27]=[C:26]([CH3:28])[N:25]([C:29]2[CH:34]=[CH:33][CH:32]=[C:31]([O:35][CH3:36])[C:30]=2[O:37][CH3:38])[C:24]=1[C:39]1[CH:49]=[CH:48][C:42]([O:43][CH2:44]C(O)=O)=[CH:41][CH:40]=1)=[O:22])[C:2]1[CH:7]=[CH:6][CH:5]=[CH:4][CH:3]=1.C1C=CC2N(O)N=[N:56]C=2C=1.CCN=C=NCCCN(C)C.Cl.[C:72](=[O:75])(O)[O-].[Na+]. (6) Given the product [Br:33][C:2]1[C:10]2[C:5](=[N:6][C:7]([C:11]3[CH:12]=[C:13]([CH:20]=[CH:21][C:22]=3[CH3:23])[C:14]([NH:16][CH:17]3[CH2:19][CH2:18]3)=[O:15])=[CH:8][CH:9]=2)[NH:4][N:3]=1, predict the reactants needed to synthesize it. The reactants are: N[C:2]1[C:10]2[C:5](=[N:6][C:7]([C:11]3[CH:12]=[C:13]([CH:20]=[CH:21][C:22]=3[CH3:23])[C:14]([NH:16][CH:17]3[CH2:19][CH2:18]3)=[O:15])=[CH:8][CH:9]=2)[NH:4][N:3]=1.S(=O)(=O)(O)O.N([O-])=O.[Na+].[BrH:33]. (7) Given the product [ClH:34].[NH2:26][C:25]([CH2:29][OH:28])([CH2:24][CH2:23][CH2:22][C:19]1[CH:20]=[CH:21][C:16]([S:15][C:11]2[CH:12]=[CH:13][CH:14]=[C:9]([O:8][CH2:1][C:2]3[CH:3]=[CH:4][CH:5]=[CH:6][CH:7]=3)[CH:10]=2)=[CH:17][C:18]=1[Cl:34])[CH2:31][C:38]([OH:40])=[O:35], predict the reactants needed to synthesize it. The reactants are: [CH2:1]([O:8][C:9]1[CH:10]=[C:11]([S:15][C:16]2[CH:21]=[CH:20][C:19]([CH2:22][CH2:23][CH2:24][C:25]3([CH2:31]C#N)[CH2:29][O:28]C(=O)[NH:26]3)=[C:18]([Cl:34])[CH:17]=2)[CH:12]=[CH:13][CH:14]=1)[C:2]1[CH:7]=[CH:6][CH:5]=[CH:4][CH:3]=1.[OH-:35].[Na+].Cl.[CH2:38]([OH:40])C. (8) Given the product [CH3:1][C:2]1[C:10]([CH3:11])=[C:9]([O:12][CH2:13][C@@H:14]2[CH2:19][N:18]([CH3:20])[C:17]3[CH:21]=[CH:22][CH:23]=[CH:24][C:16]=3[O:15]2)[CH:8]=[CH:7][C:3]=1[C:4]([Cl:28])=[O:5], predict the reactants needed to synthesize it. The reactants are: [CH3:1][C:2]1[C:10]([CH3:11])=[C:9]([O:12][CH2:13][C@@H:14]2[CH2:19][N:18]([CH3:20])[C:17]3[CH:21]=[CH:22][CH:23]=[CH:24][C:16]=3[O:15]2)[CH:8]=[CH:7][C:3]=1[C:4](O)=[O:5].C(Cl)(=O)C([Cl:28])=O. (9) Given the product [CH3:18][O:19][C:20](=[O:29])[CH2:21][C:22]1[CH:23]=[CH:24][C:25]([C:17]#[C:16][C:9]2[CH:10]=[C:11]3[C:6](=[CH:7][CH:8]=2)[CH2:5][N:4]([CH:1]2[CH2:3][CH2:2]2)[CH2:13][C:12]3([CH3:14])[CH3:15])=[CH:26][CH:27]=1, predict the reactants needed to synthesize it. The reactants are: [CH:1]1([N:4]2[CH2:13][C:12]([CH3:15])([CH3:14])[C:11]3[C:6](=[CH:7][CH:8]=[C:9]([C:16]#[CH:17])[CH:10]=3)[CH2:5]2)[CH2:3][CH2:2]1.[CH3:18][O:19][C:20](=[O:29])[CH2:21][C:22]1[CH:27]=[CH:26][C:25](I)=[CH:24][CH:23]=1.C(N(CC)CC)C.O1CCCC1.